Dataset: Reaction yield outcomes from USPTO patents with 853,638 reactions. Task: Predict the reaction yield, written as a fraction of the theoretical maximum amount of product (1.0 means a 100% yield; for example, 0.34 means a 34% yield). (1) The reactants are Br[C:2]1[CH:7]=[CH:6][CH:5]=[CH:4][C:3]=1[C:8]1([C:21]#[N:22])[CH2:13][CH2:12][N:11]([C:14]([O:16][C:17]([CH3:20])([CH3:19])[CH3:18])=[O:15])[CH2:10][CH2:9]1.C1(C)C=CC=CC=1P(C1C=CC=CC=1C)C1C=CC=CC=1C.CCN(CC)CC.[CH2:52]([O:54][C:55](=[O:58])[CH:56]=[CH2:57])[CH3:53]. The catalyst is CC([O-])=O.CC([O-])=O.[Pd+2].CC#N. The product is [C:21]([C:8]1([C:3]2[CH:4]=[CH:5][CH:6]=[CH:7][C:2]=2/[CH:57]=[CH:56]/[C:55]([O:54][CH2:52][CH3:53])=[O:58])[CH2:13][CH2:12][N:11]([C:14]([O:16][C:17]([CH3:20])([CH3:19])[CH3:18])=[O:15])[CH2:10][CH2:9]1)#[N:22]. The yield is 0.960. (2) The product is [Cl:20][CH2:11][C:3]1[C:2]([F:1])=[CH:10][C:6]2[O:7][CH2:8][O:9][C:5]=2[CH:4]=1. The reactants are [F:1][C:2]1[C:3]([CH2:11]O)=[CH:4][C:5]2[O:9][CH2:8][O:7][C:6]=2[CH:10]=1.C([O-])(O)=O.[Na+].O=S(Cl)[Cl:20]. No catalyst specified. The yield is 0.900. (3) The reactants are [CH2:1]([O:8][N:9]1[C:15](=[O:16])[N:14]2[CH2:17][C@H:10]1[CH2:11][CH2:12][C@H:13]2[C:18]([NH:20][NH:21][CH:22]=[O:23])=O)[C:2]1[CH:7]=[CH:6][CH:5]=[CH:4][CH:3]=1.N1C=CC=CC=1.O(S(C(F)(F)F)(=O)=O)S(C(F)(F)F)(=O)=O. The catalyst is C(Cl)Cl. The product is [CH2:1]([O:8][N:9]1[C:15](=[O:16])[N:14]2[CH2:17][C@H:10]1[CH2:11][CH2:12][C@H:13]2[C:18]1[O:23][CH:22]=[N:21][N:20]=1)[C:2]1[CH:3]=[CH:4][CH:5]=[CH:6][CH:7]=1. The yield is 0.860. (4) The reactants are [CH3:1][C:2]1[CH:7]=[CH:6][C:5]([S:8]([NH:11][CH2:12][C:13]2([C:19]([OH:21])=[O:20])[CH2:18][CH2:17][O:16][CH2:15][CH2:14]2)(=[O:10])=[O:9])=[CH:4][CH:3]=1.[OH-].[Na+].I[CH3:25]. The catalyst is Cl. The product is [CH3:25][N:11]([CH2:12][C:13]1([C:19]([OH:21])=[O:20])[CH2:14][CH2:15][O:16][CH2:17][CH2:18]1)[S:8]([C:5]1[CH:4]=[CH:3][C:2]([CH3:1])=[CH:7][CH:6]=1)(=[O:9])=[O:10]. The yield is 0.220. (5) The reactants are [CH2:1]([O:8][C@@H:9]1[C@@H:21]([O:22][CH2:23][C:24]2[CH:29]=[CH:28][CH:27]=[CH:26][CH:25]=2)[C@H:20]([O:30][CH2:31][C:32]2[CH:37]=[CH:36][CH:35]=[CH:34][CH:33]=2)[C@@H:19]([CH2:38][O:39]C(=O)C(C)(C)C)[O:18][C@H:10]1[S:11][C:12]1[CH:17]=[CH:16][CH:15]=[CH:14][CH:13]=1)[C:2]1[CH:7]=[CH:6][CH:5]=[CH:4][CH:3]=1.O(C)[Na].OC. The yield is 1.00. The product is [CH2:1]([O:8][C@@H:9]1[C@@H:21]([O:22][CH2:23][C:24]2[CH:29]=[CH:28][CH:27]=[CH:26][CH:25]=2)[C@H:20]([O:30][CH2:31][C:32]2[CH:37]=[CH:36][CH:35]=[CH:34][CH:33]=2)[C@@H:19]([CH2:38][OH:39])[O:18][C@H:10]1[S:11][C:12]1[CH:13]=[CH:14][CH:15]=[CH:16][CH:17]=1)[C:2]1[CH:7]=[CH:6][CH:5]=[CH:4][CH:3]=1. The catalyst is C(Cl)Cl. (6) The reactants are Cl[C:2]1[N:7]=[CH:6][N:5]=[C:4]([NH:8][C:9]2[N:14]=[CH:13][C:12]([C:15]([N:17]3[CH2:22][CH2:21][O:20][CH2:19][CH2:18]3)=[O:16])=[CH:11][CH:10]=2)[CH:3]=1.[C:23]([O:26][CH2:27][C:28]1[C:33](B2OC(C)(C)C(C)(C)O2)=[CH:32][CH:31]=[CH:30][C:29]=1[N:43]1[N:52]=[CH:51][C:50]2[C:45](=[C:46]([F:57])[CH:47]=[C:48]([C:53]([CH3:56])([CH3:55])[CH3:54])[CH:49]=2)[C:44]1=[O:58])(=[O:25])[CH3:24].C([O-])([O-])=O.[Na+].[Na+].O. The catalyst is O1CCOCC1.C1C=CC([P]([Pd]([P](C2C=CC=CC=2)(C2C=CC=CC=2)C2C=CC=CC=2)([P](C2C=CC=CC=2)(C2C=CC=CC=2)C2C=CC=CC=2)[P](C2C=CC=CC=2)(C2C=CC=CC=2)C2C=CC=CC=2)(C2C=CC=CC=2)C2C=CC=CC=2)=CC=1. The product is [C:53]([C:48]1[CH:49]=[C:50]2[C:45](=[C:46]([F:57])[CH:47]=1)[C:44](=[O:58])[N:43]([C:29]1[CH:30]=[CH:31][CH:32]=[C:33]([C:2]3[CH:3]=[C:4]([NH:8][C:9]4[CH:10]=[CH:11][C:12]([C:15]([N:17]5[CH2:22][CH2:21][O:20][CH2:19][CH2:18]5)=[O:16])=[CH:13][N:14]=4)[N:5]=[CH:6][N:7]=3)[C:28]=1[CH2:27][O:26][C:23](=[O:25])[CH3:24])[N:52]=[CH:51]2)([CH3:54])([CH3:55])[CH3:56]. The yield is 0.300.